Dataset: Forward reaction prediction with 1.9M reactions from USPTO patents (1976-2016). Task: Predict the product of the given reaction. (1) Given the reactants [F:1][C:2]([F:19])([F:18])[C:3]1[CH:8]=[CH:7][C:6]([C:9]2[C:10]([C:15](Cl)=[O:16])=[CH:11][CH:12]=[CH:13][CH:14]=2)=[CH:5][CH:4]=1.[C:20]1([CH2:26][N:27]2[CH2:32][CH2:31][N:30]([C:33]3[CH:38]=[CH:37][C:36]([NH2:39])=[CH:35][CH:34]=3)[CH2:29][CH2:28]2)[CH:25]=[CH:24][CH:23]=[CH:22][CH:21]=1, predict the reaction product. The product is: [C:20]1([CH2:26][N:27]2[CH2:28][CH2:29][N:30]([C:33]3[CH:34]=[CH:35][C:36]([NH:39][C:15]([C:10]4[C:9]([C:6]5[CH:7]=[CH:8][C:3]([C:2]([F:19])([F:18])[F:1])=[CH:4][CH:5]=5)=[CH:14][CH:13]=[CH:12][CH:11]=4)=[O:16])=[CH:37][CH:38]=3)[CH2:31][CH2:32]2)[CH:21]=[CH:22][CH:23]=[CH:24][CH:25]=1. (2) Given the reactants [N+:1]([C:4]1[CH:5]=[C:6]([CH:10]=[C:11]([C:13]([F:16])([F:15])[F:14])[CH:12]=1)[C:7](O)=[O:8])([O-:3])=[O:2].B.C1COCC1.O, predict the reaction product. The product is: [N+:1]([C:4]1[CH:5]=[C:6]([CH2:7][OH:8])[CH:10]=[C:11]([C:13]([F:14])([F:15])[F:16])[CH:12]=1)([O-:3])=[O:2].